From a dataset of Forward reaction prediction with 1.9M reactions from USPTO patents (1976-2016). Predict the product of the given reaction. (1) Given the reactants [Br:1][C:2]1[CH:7]=[CH:6][C:5]([CH:8](Br)Br)=[C:4]([C:11]([F:14])([F:13])[F:12])[CH:3]=1.C([OH:17])C, predict the reaction product. The product is: [Br:1][C:2]1[CH:7]=[CH:6][C:5]([CH:8]=[O:17])=[C:4]([C:11]([F:14])([F:13])[F:12])[CH:3]=1. (2) Given the reactants [Br:1][C:2]1[CH:3]=[CH:4][C:5]([C:8]([C:15]2[CH:20]=[CH:19][CH:18]=[C:17]([O:21][CH3:22])[CH:16]=2)([CH2:11][CH2:12][CH2:13]Cl)[C:9]#[N:10])=[N:6][CH:7]=1.CC(C[AlH]CC(C)C)C.[C@H](O)(C([O-])=O)[C@@H](O)C([O-])=O.[Na+].[K+], predict the reaction product. The product is: [Br:1][C:2]1[CH:3]=[CH:4][C:5]([C:8]2([C:15]3[CH:20]=[CH:19][CH:18]=[C:17]([O:21][CH3:22])[CH:16]=3)[CH2:11][CH2:12][CH2:13][NH:10][CH2:9]2)=[N:6][CH:7]=1. (3) Given the reactants [N+:1]([C:4]1[C:5]([N:10]2[CH2:15][CH2:14][C:13](=[CH:16][C:17]#[C:18][Si:19]([CH3:22])([CH3:21])[CH3:20])[CH2:12][CH2:11]2)=[N:6][CH:7]=[CH:8][CH:9]=1)([O-:3])=[O:2].[CH3:23]C1N=C(N2CCC(=O)CC2)C([N+]([O-])=O)=CC=1, predict the reaction product. The product is: [CH3:23][C:7]1[N:6]=[C:5]([N:10]2[CH2:11][CH2:12][C:13](=[CH:16][C:17]#[C:18][Si:19]([CH3:20])([CH3:22])[CH3:21])[CH2:14][CH2:15]2)[C:4]([N+:1]([O-:3])=[O:2])=[CH:9][CH:8]=1. (4) The product is: [OH:1][CH:2]1[CH2:10][CH2:9][CH2:8][CH:4]([C:5]([OH:7])=[O:6])[CH2:3]1. Given the reactants [OH:1][C:2]1[CH:3]=[C:4]([CH:8]=[CH:9][CH:10]=1)[C:5]([OH:7])=[O:6].[OH-].[Na+], predict the reaction product. (5) Given the reactants [CH2:1]([C@H:8]1[N:13]([C:14]([C:16]2[CH:20]=[C:19]([CH3:21])[N:18]([C:22]3[CH:27]=[CH:26][CH:25]=[CH:24][CH:23]=3)[C:17]=2[C:28]2[CH:33]=[CH:32][CH:31]=[C:30]([OH:34])[CH:29]=2)=[O:15])[CH2:12][CH2:11][N:10](C(OC(C)(C)C)=O)[CH2:9]1)[C:2]1[CH:7]=[CH:6][CH:5]=[CH:4][CH:3]=1.Br[CH2:43][C:44]([O:46]C(C)(C)C)=[O:45].C(=O)([O-])[O-].[K+].[K+].CN(C=O)C, predict the reaction product. The product is: [CH2:1]([C@@H:8]1[CH2:9][NH:10][CH2:11][CH2:12][N:13]1[C:14]([C:16]1[CH:20]=[C:19]([CH3:21])[N:18]([C:22]2[CH:27]=[CH:26][CH:25]=[CH:24][CH:23]=2)[C:17]=1[C:28]1[CH:29]=[C:30]([CH:31]=[CH:32][CH:33]=1)[O:34][CH2:43][C:44]([OH:46])=[O:45])=[O:15])[C:2]1[CH:7]=[CH:6][CH:5]=[CH:4][CH:3]=1. (6) Given the reactants [NH2:1][C:2]1[CH:7]=[C:6]([Cl:8])[CH:5]=[CH:4][C:3]=1[SH:9].[CH:10]([NH:13][C:14](=[O:17])[CH:15]=[CH2:16])([CH3:12])[CH3:11].[Cl:18][C:19]1[CH:24]=[CH:23][C:22]([S:25](Cl)(=[O:27])=[O:26])=[CH:21][C:20]=1[C:29]([F:32])([F:31])[F:30], predict the reaction product. The product is: [Cl:8][C:6]1[CH:5]=[CH:4][C:3]([S:9][CH2:16][CH2:15][C:14]([NH:13][CH:10]([CH3:12])[CH3:11])=[O:17])=[C:2]([NH:1][S:25]([C:22]2[CH:23]=[CH:24][C:19]([Cl:18])=[C:20]([C:29]([F:32])([F:30])[F:31])[CH:21]=2)(=[O:27])=[O:26])[CH:7]=1. (7) Given the reactants [Cl:1][C:2]1[CH:7]=[CH:6][C:5]([C:8]2[N:12]([CH2:13][C:14]3C=CC(CCC(O)=O)=CC=3)[C:11]3[CH:25]=[C:26]([F:30])[C:27]([F:29])=[CH:28][C:10]=3[N:9]=2)=[C:4]([O:31][CH2:32]C2CCCC2)[CH:3]=1.ClC1C=CC(C2N(CC3C=C(C=CC=3)C(O)=O)C3C=C(F)C(F)=CC=3N=2)=C(OCC2CCCC2)C=1.[CH2:73]([O:75][C:76](=[O:83])[CH2:77][CH2:78][CH2:79]CCBr)C, predict the reaction product. The product is: [CH3:73][O:75][C:76](=[O:83])[CH2:77][CH2:78][CH2:79][CH2:14][CH2:13][N:12]1[C:11]2[CH:25]=[C:26]([F:30])[C:27]([F:29])=[CH:28][C:10]=2[N:9]=[C:8]1[C:5]1[CH:6]=[CH:7][C:2]([Cl:1])=[CH:3][C:4]=1[O:31][CH3:32]. (8) Given the reactants C([O:3][C:4]([C:6]1[CH:10]=[N:9][N:8]([CH3:11])[C:7]=1[N:12]1[CH:16]=[CH:15][CH:14]=[N:13]1)=[O:5])C.[Li+].[OH-], predict the reaction product. The product is: [CH3:11][N:8]1[C:7]([N:12]2[CH:16]=[CH:15][CH:14]=[N:13]2)=[C:6]([C:4]([OH:5])=[O:3])[CH:10]=[N:9]1. (9) Given the reactants [CH3:1][O:2][C:3]1[CH:4]=[C:5]([CH:16]=[CH:17][CH:18]=1)[CH2:6][O:7][C:8]1[CH:15]=[CH:14][C:11]([CH:12]=O)=[CH:10][CH:9]=1.[C:19]12([NH2:29])[CH2:28][CH:23]3[CH2:24][CH:25]([CH2:27][CH:21]([CH2:22]3)[CH2:20]1)[CH2:26]2, predict the reaction product. The product is: [C:19]12([NH:29][CH2:12][C:11]3[CH:14]=[CH:15][C:8]([O:7][CH2:6][C:5]4[CH:16]=[CH:17][CH:18]=[C:3]([O:2][CH3:1])[CH:4]=4)=[CH:9][CH:10]=3)[CH2:26][CH:25]3[CH2:24][CH:23]([CH2:22][CH:21]([CH2:27]3)[CH2:20]1)[CH2:28]2.